Dataset: Human Reference Interactome with 51,813 positive PPI pairs across 8,248 proteins, plus equal number of experimentally-validated negative pairs. Task: Binary Classification. Given two protein amino acid sequences, predict whether they physically interact or not. (1) Protein 1 (ENSG00000186049) has sequence MSRQFTYKSGAAAKGGFSGCSAVLSGGSSSSYRAGGKGLSGGFSSRSLYSLGGARSISFNVASGSGWAGGYGFGRGRASGFAGSMFGSVALGSVCPSLCPPGGIHQVTINKSLLAPLNVELDPEIQKVRAQEREQIKVLNNKFASFIDKVRFLEQQNQVLETKWELLQQLDLNNCKNNLEPILEGYISNLRKQLETLSGDRVRLDSELRSVREVVEDYKKRYEEEINKRTTAENEFVVLKKDVDAAYTSKVELQAKVDALDGEIKFFKCLYEGETAQIQSHISDTSIILSMDNNRNLDLD.... Protein 2 (ENSG00000197429) has sequence MANEDCPKAADSPFSSDKHAQLILAQINKMRNGQHFCDVQLQVGQESFKAHRLVLAASSPYFAALFTGGMKESSKDVVPILGIEAGIFQILLDFIYTGIVNIGVNNVQELIIAADMLQLTEVVHLCCEFLKGQIDPLNCIGIFQFSEQIACHDLLEFSENYIHVHFLEVHSGEEFLALTKDQLIKILRSEELSIEDEYQVFLAAMQWILKDLGKRRKHVVEVLDPIRFPLLPPQRLLKYIEGVSDFNLRVALQTLLKEYCEVCKSPKENKFCSFLQTSKVRPRKKARKYLYAVGGYTRLQ.... Result: 0 (the proteins do not interact). (2) Protein 1 (ENSG00000184924) has sequence MHRGVGPAFRVVRKMAASGAEPQVLVQYLVLRKDLSQAPFSWPAGALVAQACHAATAALHTHRDHPHTAAYLQELGRMRKVVLEAPDETTLKELAETLQQKNIDHMLWLEQPENIATCIALRPYPKEEVGQYLKKFRLFK*. Protein 2 (ENSG00000186732) has sequence MWRSRWDASVLKAEALALLPCGLGMAFSQSHVMAARRHQHSRLIIEVDEYSSNPTQAFTFYNINQGRFQPPHVQMVDPVPHDAPKPPGYTRFVCVSDTHSRTDPIQMPYGDVLIHAGDFMWRSRWDASVLKAEALALLPCGLGMAFSQSHVMAARRHQHSRLIIEVDEYSSNPTQAFTFYNINQGRFQPPHVQMVDPVPHDAPKPPGYTRFVCVSDTHSRTDPIQMPYGDVLIHAGDFTELGLPSEVKKFNEWLGSLPYEYKIVIAGNHELTFDQEFMADLIKQDFYYFPSVSKLKPENY.... Result: 0 (the proteins do not interact). (3) Protein 1 (ENSG00000166394) has sequence MNSRRREPITLQDPEAKYPLPLIEKEKISHNTRRFRFGLPSPDHVLGLPVGNYVQLLAKIDNELVVRAYTPVSSDDDRGFVDLIIKIYFKNVHPQYPEGGKMTQYLENMKIGETIFFRGPRGRLFYHGPGNLGIRPDQTSEPKKTLADHLGMIAGGTGITPMLQLIRHITKDPSDRTRMSLIFANQTEEDILVRKELEEIARTHPDQFNLWYTLDRPPIGWKYSSGFVTADMIKEHLPPPAKSTLILVCGPPPLIQTAAHPNLEKLGYTQDMIFTY*MNSRRREPITLQDPEAKYPLPLI.... Protein 2 (ENSG00000170100) has sequence MLENYENLASVGHHLFQPSVIYWLEQEEELRAGRRAVLQEWRLKTKGPALRQDRSWFRASNETQTARSHNGGQLCDRTQCGEAFSEHSGLSTHVRTQNTGDSCVSNHYERDFFIPCQKTLFKIGEQFSVLGQCGKAFSSTPNVVSQQACTRDRSLDYSSCGEVFLNQSYLQARAGSHNGEETWKWKPCGKALTHSMGCATPVEMHAVRNPHVCRECGKAFRYTAYLTGRVQVHPGEKPCELEECGKASPVSSSLTQHVRIHAAEKPCECKECGKAFTGLSGLSKHVQTDPGQKPYECKDC.... Result: 1 (the proteins interact). (4) Protein 1 (ENSG00000099968) has sequence MASSSTVPLGFHYETKYVVLSYLGLLSQEKLQEQHLSSPQGVQLDIASQSLDQEILLKVKTEIEEELKSLDKEISEAFTSTGFDRHTSPVFSPANPESSMEDCLAHLGEKVSQELKEPLHKALQMLLSQPVTYQAFRECTLETTVHASGWNKILVPLVLLRQMLLELTRRGQEPLSALLQFGVTYLEDYSAEYIIQQGGWGTVFSLESEEEEYPGITAEDSNDIYILPSDNSGQVSPPESPTVTTSWQSESLPVSLSASQSWHTESLPVSLGPESWQQIAMDPEEVKSLDSNGAGEKSEN.... Protein 2 (ENSG00000152377) has sequence DDYFRNWNPNKPFDQALDPSKDPCLKVKCSPHKVCVTQDYQTALCVSRKHLLPRQKKGNVAQKHWVGPSNLVKCKPCPVAQSAMVCGSDGHSYTSKCKLEFHACSTGKSLATLCDGPCPCLPEPEPPKHKAERSACTDKELRNLASRLKDWFGALHEDANRVIKPTSSNTAQGRFDTSILPICKDSLGWMFNKLDMNYDLLLDPSEINAIYLDKYEPCIKPLFNSCDSFKDGKLSNNEWCYCFQKPGGLPCQNEMNRIQKLSKGKSLLGAFIPRCNEEGYYKATQCHGSTGQCWCVDKYG.... Result: 1 (the proteins interact). (5) Protein 1 (ENSG00000107317) has sequence MATHHTLWMGLALLGVLGDLQAAPEAQVSVQPNFQQDKFLGRWFSAGLASNSSWLREKKAALSMCKSVVAPATDGGLNLTSTFLRKNQCETRTMLLQPAGSLGSYSYRSPHWGSTYSVSVVETDYDQYALLYSQGSKGPGEDFRMATLYSRTQTPRAELKEKFTAFCKAQGFTEDTIVFLPQTDKCMTEQ*VVAPATDGGLNLTSTFLRKNQCETRTMLLQPAGSLGSYSYRSPHWGSTYSVSVVETDYDQYALLYSQGSKGPGEDFRMATLYSRTQTPRAELKEKFTAFCKAQGFTEDT.... Protein 2 (ENSG00000137876) has sequence MRIEKCYFCSGPIYPGHGMMFVRNDCKVFRFCKSKCHKNFKKKRNPRKVRWTKAFRKAAGKELTVDNSFEFEKRRNEPIKYQRELWNKTIDAMKRVEEIKQKRQAKFIMNRLKKNKELQKVQDIKEVKQNIHLIRAPLAGKGKQLEEKMVQQLQEDVDMEDAP*MRIEKCYFCSGPIYPGHGMMFVRNDCKVFRFCKSKCHKNFKKKRNPRKVRWTKAFRKAAGKELTVVSTVSYQYSFYTFHSFSI*MVELCIKLLQVFRFCKSKCHKNFKKKRNPRKVRWTKAFRKAAGKELTVDNSF.... Result: 0 (the proteins do not interact).